Dataset: Reaction yield outcomes from USPTO patents with 853,638 reactions. Task: Predict the reaction yield, written as a fraction of the theoretical maximum amount of product (1.0 means a 100% yield; for example, 0.34 means a 34% yield). The reactants are C(O)(C(F)(F)F)=O.[CH3:8][CH:9]([CH3:27])[CH2:10][CH2:11][NH:12][C:13]([C:15]1[N:16]=[N:17][C:18]([N:21]2[CH2:26][CH2:25][NH:24][CH2:23][CH2:22]2)=[CH:19][CH:20]=1)=[O:14].[F:28][C:29]([F:37])([F:36])[CH2:30][CH:31]([CH3:35])[C:32](O)=[O:33].N12CCCN=C1CCCCC2.CN(C)CCCN=C=NCC. The catalyst is CN(C=O)C.C(OCC)(=O)C. The product is [CH3:8][CH:9]([CH3:27])[CH2:10][CH2:11][NH:12][C:13]([C:15]1[N:16]=[N:17][C:18]([N:21]2[CH2:26][CH2:25][N:24]([C:32](=[O:33])[CH:31]([CH3:35])[CH2:30][C:29]([F:37])([F:36])[F:28])[CH2:23][CH2:22]2)=[CH:19][CH:20]=1)=[O:14]. The yield is 0.750.